The task is: Regression. Given two drug SMILES strings and cell line genomic features, predict the synergy score measuring deviation from expected non-interaction effect.. This data is from NCI-60 drug combinations with 297,098 pairs across 59 cell lines. (1) Drug 1: CC1CCC2CC(C(=CC=CC=CC(CC(C(=O)C(C(C(=CC(C(=O)CC(OC(=O)C3CCCCN3C(=O)C(=O)C1(O2)O)C(C)CC4CCC(C(C4)OC)O)C)C)O)OC)C)C)C)OC. Drug 2: C1CCC(C(C1)N)N.C(=O)(C(=O)[O-])[O-].[Pt+4]. Cell line: SF-268. Synergy scores: CSS=14.9, Synergy_ZIP=-4.09, Synergy_Bliss=0.599, Synergy_Loewe=-0.395, Synergy_HSA=1.50. (2) Drug 1: CCC1=CC2CC(C3=C(CN(C2)C1)C4=CC=CC=C4N3)(C5=C(C=C6C(=C5)C78CCN9C7C(C=CC9)(C(C(C8N6C)(C(=O)OC)O)OC(=O)C)CC)OC)C(=O)OC.C(C(C(=O)O)O)(C(=O)O)O. Drug 2: C1=NC(=NC(=O)N1C2C(C(C(O2)CO)O)O)N. Cell line: SF-295. Synergy scores: CSS=37.6, Synergy_ZIP=-4.74, Synergy_Bliss=-1.72, Synergy_Loewe=-5.22, Synergy_HSA=0.315.